Dataset: Catalyst prediction with 721,799 reactions and 888 catalyst types from USPTO. Task: Predict which catalyst facilitates the given reaction. (1) Reactant: [O:1]=[C:2]1[CH2:6][CH2:5][CH2:4][CH:3]1[C:7]([O:9][CH2:10][C:11]1[CH:16]=[CH:15][CH:14]=[CH:13][CH:12]=1)=[O:8].Br[CH2:18][CH:19]=[CH2:20].[In]. Product: [CH2:20]([C:2]1([OH:1])[CH2:6][CH2:5][CH2:4][CH:3]1[C:7]([O:9][CH2:10][C:11]1[CH:16]=[CH:15][CH:14]=[CH:13][CH:12]=1)=[O:8])[CH:19]=[CH2:18]. The catalyst class is: 24. (2) Reactant: BrC1C=CC2N(CC3CC3)C([CH2:9][O:10][CH2:11][C:12]3([C:25]4[CH:30]=[CH:29][CH:28]=[CH:27][CH:26]=4)[CH2:17][CH2:16][N:15]([C:18]([O:20][C:21]([CH3:24])([CH3:23])[CH3:22])=[O:19])[CH2:14][CH2:13]3)=NC=2C=1.BrC1C=CC2N=C(COCC3(C4C=CC=CC=4)CCN(C(OC(C)(C)C)=O)CC3)N(CC3CC3)C=2C=1.[F:73][C:74]([F:95])([F:94])[C:75]1[CH:76]=[C:77](CO)[C:78]2[N:82]=[CH:81][N:80]([CH2:83][O:84][CH2:85][CH2:86][Si:87]([CH3:90])([CH3:89])[CH3:88])[C:79]=2[CH:91]=1.S(Cl)(Cl)=O.OCC1(C2C=CC=CC=2)CCN(C(OC(C)(C)C)=O)CC1.[H-].[Na+]. Product: [C:25]1([C:12]2([CH2:11][O:10][CH2:9][C:77]3[C:78]4[N:82]=[CH:81][N:80]([CH2:83][O:84][CH2:85][CH2:86][Si:87]([CH3:90])([CH3:89])[CH3:88])[C:79]=4[CH:91]=[C:75]([C:74]([F:73])([F:94])[F:95])[CH:76]=3)[CH2:17][CH2:16][N:15]([C:18]([O:20][C:21]([CH3:24])([CH3:22])[CH3:23])=[O:19])[CH2:14][CH2:13]2)[CH:26]=[CH:27][CH:28]=[CH:29][CH:30]=1. The catalyst class is: 7. (3) Reactant: [CH3:1][O:2][C:3]1[C:8]2[N:9]=[C:10]([C:12]([OH:14])=O)[S:11][C:7]=2[C:6]([N:15]2[CH2:20][CH2:19][O:18][CH2:17][CH2:16]2)=[CH:5][CH:4]=1.C(N1C=CN=C1)(N1C=CN=C1)=O.Cl.[NH2:34][CH2:35][C:36]([C:38]1[C:39]2[CH:46]=[CH:45][CH:44]=[CH:43][C:40]=2[S:41][CH:42]=1)=[O:37].C(N(CC)CC)C. Product: [S:41]1[CH:42]=[C:38]([C:36](=[O:37])[CH2:35][NH:34][C:12]([C:10]2[S:11][C:7]3[C:6]([N:15]4[CH2:20][CH2:19][O:18][CH2:17][CH2:16]4)=[CH:5][CH:4]=[C:3]([O:2][CH3:1])[C:8]=3[N:9]=2)=[O:14])[C:39]2[CH:46]=[CH:45][CH:44]=[CH:43][C:40]1=2. The catalyst class is: 18. (4) Reactant: Br[CH2:2][C:3]1[CH:8]=[CH:7][C:6]([C:9]([OH:18])([C:14]([F:17])([F:16])[F:15])[C:10]([F:13])([F:12])[F:11])=[CH:5][CH:4]=1.C(=O)([O-])[O-].[K+].[K+].C(#N)C.[NH2:28][C:29]1[CH:34]=[CH:33][C:32]([C:35]([N:37]2[CH2:42][CH2:41][NH:40][CH2:39][CH2:38]2)=[O:36])=[CH:31][C:30]=1[F:43]. Product: [NH2:28][C:29]1[CH:34]=[CH:33][C:32]([C:35]([N:37]2[CH2:38][CH2:39][N:40]([CH2:2][C:3]3[CH:8]=[CH:7][C:6]([C:9]([OH:18])([C:14]([F:17])([F:16])[F:15])[C:10]([F:13])([F:12])[F:11])=[CH:5][CH:4]=3)[CH2:41][CH2:42]2)=[O:36])=[CH:31][C:30]=1[F:43]. The catalyst class is: 4. (5) Reactant: [Cl:1][C:2]1[N:7]=[CH:6][C:5]([C:8]2[N:9]=[C:10]([CH3:18])[NH:11][C:12]=2[CH2:13]CCCN)=[CH:4][CH:3]=1.ClC1[N:25]=[CH:24][C:23](C2N=C(C)NC=2CCCCN2C(=O)C3C(=CC=CC=3)C2=O)=[CH:22]C=1.NN. Product: [Cl:1][C:2]1[N:7]=[CH:6][C:5]([C:8]2[N:9]=[C:10]([CH2:18][CH2:22][CH2:23][CH2:24][NH2:25])[NH:11][C:12]=2[CH3:13])=[CH:4][CH:3]=1. The catalyst class is: 8. (6) Product: [OH:2][C:3]1[CH:8]=[CH:7][C:6]([CH2:9][CH2:10][CH2:11][CH2:12][C:13]2[CH:14]=[CH:15][C:16]([CH2:19][C:20]([O:22][CH3:23])=[O:21])=[CH:17][CH:18]=2)=[CH:5][CH:4]=1. Reactant: C[O:2][C:3]1[CH:8]=[CH:7][C:6]([CH2:9][CH2:10][CH2:11][CH2:12][C:13]2[CH:18]=[CH:17][C:16]([CH2:19][C:20]([O:22][CH3:23])=[O:21])=[CH:15][CH:14]=2)=[CH:5][CH:4]=1.B(Br)(Br)Br. The catalyst class is: 2. (7) Reactant: [C:1]([CH2:3][C:4]([NH2:6])=[O:5])#[N:2].[H-].[Na+].CN([CH:12]=[C:13]([C:19](=O)[CH:20]([CH3:22])[CH3:21])[C:14]([O:16][CH2:17][CH3:18])=[O:15])C.Cl. Product: [C:1]([C:3]1[C:4](=[O:5])[NH:6][C:19]([CH:20]([CH3:22])[CH3:21])=[C:13]([C:14]([O:16][CH2:17][CH3:18])=[O:15])[CH:12]=1)#[N:2]. The catalyst class is: 20.